Dataset: NCI-60 drug combinations with 297,098 pairs across 59 cell lines. Task: Regression. Given two drug SMILES strings and cell line genomic features, predict the synergy score measuring deviation from expected non-interaction effect. (1) Drug 1: C1CC(=O)NC(=O)C1N2CC3=C(C2=O)C=CC=C3N. Drug 2: CCCCC(=O)OCC(=O)C1(CC(C2=C(C1)C(=C3C(=C2O)C(=O)C4=C(C3=O)C=CC=C4OC)O)OC5CC(C(C(O5)C)O)NC(=O)C(F)(F)F)O. Cell line: CCRF-CEM. Synergy scores: CSS=9.02, Synergy_ZIP=-5.50, Synergy_Bliss=-3.77, Synergy_Loewe=-2.76, Synergy_HSA=-2.65. (2) Drug 1: CC12CCC(CC1=CCC3C2CCC4(C3CC=C4C5=CN=CC=C5)C)O. Drug 2: CC1=C(C=C(C=C1)NC2=NC=CC(=N2)N(C)C3=CC4=NN(C(=C4C=C3)C)C)S(=O)(=O)N.Cl. Cell line: MALME-3M. Synergy scores: CSS=17.7, Synergy_ZIP=-0.592, Synergy_Bliss=6.75, Synergy_Loewe=6.21, Synergy_HSA=6.30. (3) Drug 1: CC1=C2C(C(=O)C3(C(CC4C(C3C(C(C2(C)C)(CC1OC(=O)C(C(C5=CC=CC=C5)NC(=O)C6=CC=CC=C6)O)O)OC(=O)C7=CC=CC=C7)(CO4)OC(=O)C)O)C)OC(=O)C. Drug 2: CC1=C(N=C(N=C1N)C(CC(=O)N)NCC(C(=O)N)N)C(=O)NC(C(C2=CN=CN2)OC3C(C(C(C(O3)CO)O)O)OC4C(C(C(C(O4)CO)O)OC(=O)N)O)C(=O)NC(C)C(C(C)C(=O)NC(C(C)O)C(=O)NCCC5=NC(=CS5)C6=NC(=CS6)C(=O)NCCC[S+](C)C)O. Cell line: ACHN. Synergy scores: CSS=50.9, Synergy_ZIP=-2.78, Synergy_Bliss=-2.08, Synergy_Loewe=-9.01, Synergy_HSA=2.05. (4) Cell line: ACHN. Drug 2: CC(C)(C#N)C1=CC(=CC(=C1)CN2C=NC=N2)C(C)(C)C#N. Drug 1: CN(C)C1=NC(=NC(=N1)N(C)C)N(C)C. Synergy scores: CSS=-7.40, Synergy_ZIP=0.845, Synergy_Bliss=-7.20, Synergy_Loewe=-15.1, Synergy_HSA=-11.2. (5) Drug 1: C1CCC(CC1)NC(=O)N(CCCl)N=O. Drug 2: C#CCC(CC1=CN=C2C(=N1)C(=NC(=N2)N)N)C3=CC=C(C=C3)C(=O)NC(CCC(=O)O)C(=O)O. Cell line: U251. Synergy scores: CSS=29.8, Synergy_ZIP=-9.42, Synergy_Bliss=-3.88, Synergy_Loewe=-3.69, Synergy_HSA=-2.62. (6) Drug 1: CC1=C(C(CCC1)(C)C)C=CC(=CC=CC(=CC(=O)O)C)C. Drug 2: COC1=C2C(=CC3=C1OC=C3)C=CC(=O)O2. Cell line: PC-3. Synergy scores: CSS=-5.07, Synergy_ZIP=3.09, Synergy_Bliss=1.59, Synergy_Loewe=-0.241, Synergy_HSA=-2.28. (7) Drug 1: C1CN1P(=S)(N2CC2)N3CC3. Drug 2: CCC1(CC2CC(C3=C(CCN(C2)C1)C4=CC=CC=C4N3)(C5=C(C=C6C(=C5)C78CCN9C7C(C=CC9)(C(C(C8N6C)(C(=O)OC)O)OC(=O)C)CC)OC)C(=O)OC)O.OS(=O)(=O)O. Cell line: HOP-62. Synergy scores: CSS=25.5, Synergy_ZIP=-8.19, Synergy_Bliss=-3.84, Synergy_Loewe=-4.41, Synergy_HSA=-5.61. (8) Drug 1: CC12CCC(CC1=CCC3C2CCC4(C3CC=C4C5=CN=CC=C5)C)O. Drug 2: C1CCC(C(C1)N)N.C(=O)(C(=O)[O-])[O-].[Pt+4]. Cell line: DU-145. Synergy scores: CSS=5.16, Synergy_ZIP=-0.615, Synergy_Bliss=0.801, Synergy_Loewe=-0.0581, Synergy_HSA=-0.0580.